This data is from Full USPTO retrosynthesis dataset with 1.9M reactions from patents (1976-2016). The task is: Predict the reactants needed to synthesize the given product. Given the product [Cl:28][C:20]1[C:21]([O:23][C:24]([F:25])([F:26])[F:27])=[CH:22][C:16]2[S:15][C:31]3[C:30](=[O:41])[NH:29][C:34]4([CH2:35][CH2:36][O:37][CH2:38][CH2:39]4)[CH2:33][C:32]=3[NH:18][C:17]=2[CH:19]=1, predict the reactants needed to synthesize it. The reactants are: [NH2:18][C:17]1[CH:19]=[C:20]([Cl:28])[C:21]([O:23][C:24]([F:27])([F:25])[F:26])=[CH:22][C:16]=1[S:15][S:15][C:16]1[CH:22]=[C:21]([O:23][C:24]([F:27])([F:26])[F:25])[C:20]([Cl:28])=[CH:19][C:17]=1[NH2:18].[NH:29]1[C:34]2([CH2:39][CH2:38][O:37][CH2:36][CH2:35]2)[CH2:33][C:32](=O)[CH2:31][C:30]1=[O:41].